Predict the product of the given reaction. From a dataset of Forward reaction prediction with 1.9M reactions from USPTO patents (1976-2016). The product is: [Br:1][C:2]1[CH:3]=[CH:4][CH:5]=[C:6]2[C:10]=1[N:9]([CH2:29][C:30]1[CH:39]=[CH:38][C:33]([C:34]([O:36][CH3:37])=[O:35])=[CH:32][CH:31]=1)[C:8]([C:11]([F:12])([F:13])[F:14])=[C:7]2[CH2:15][CH2:16][CH2:17][O:18][C:19]1[CH:24]=[C:23]([CH3:25])[C:22]([Cl:26])=[C:21]([CH3:27])[CH:20]=1. Given the reactants [Br:1][C:2]1[CH:3]=[CH:4][CH:5]=[C:6]2[C:10]=1[NH:9][C:8]([C:11]([F:14])([F:13])[F:12])=[C:7]2[CH2:15][CH2:16][CH2:17][O:18][C:19]1[CH:24]=[C:23]([CH3:25])[C:22]([Cl:26])=[C:21]([CH3:27])[CH:20]=1.Br[CH2:29][C:30]1[CH:39]=[CH:38][C:33]([C:34]([O:36][CH3:37])=[O:35])=[CH:32][CH:31]=1, predict the reaction product.